This data is from NCI-60 drug combinations with 297,098 pairs across 59 cell lines. The task is: Regression. Given two drug SMILES strings and cell line genomic features, predict the synergy score measuring deviation from expected non-interaction effect. (1) Drug 1: CC=C1C(=O)NC(C(=O)OC2CC(=O)NC(C(=O)NC(CSSCCC=C2)C(=O)N1)C(C)C)C(C)C. Drug 2: CN(CC1=CN=C2C(=N1)C(=NC(=N2)N)N)C3=CC=C(C=C3)C(=O)NC(CCC(=O)O)C(=O)O. Cell line: NCI-H460. Synergy scores: CSS=27.0, Synergy_ZIP=-0.768, Synergy_Bliss=-2.41, Synergy_Loewe=-5.74, Synergy_HSA=-1.20. (2) Drug 1: CN(C)N=NC1=C(NC=N1)C(=O)N. Drug 2: CCC1(CC2CC(C3=C(CCN(C2)C1)C4=CC=CC=C4N3)(C5=C(C=C6C(=C5)C78CCN9C7C(C=CC9)(C(C(C8N6C=O)(C(=O)OC)O)OC(=O)C)CC)OC)C(=O)OC)O.OS(=O)(=O)O. Cell line: SW-620. Synergy scores: CSS=5.31, Synergy_ZIP=-4.54, Synergy_Bliss=5.49, Synergy_Loewe=-31.3, Synergy_HSA=-1.47.